Dataset: Forward reaction prediction with 1.9M reactions from USPTO patents (1976-2016). Task: Predict the product of the given reaction. The product is: [CH3:32][CH:30]1[O:31][CH:26]([CH3:25])[CH2:27][N:28]([CH2:22][C:17]2[CH:16]=[C:15]3[C:20]([CH:21]=[C:12]([C:10]4[N:11]=[C:7]([C:4]5[CH:3]=[CH:2][N:1]=[CH:6][CH:5]=5)[S:8][CH:9]=4)[C:13](=[O:24])[NH:14]3)=[CH:19][CH:18]=2)[CH2:29]1. Given the reactants [N:1]1[CH:6]=[CH:5][C:4]([C:7]2[S:8][CH:9]=[C:10]([C:12]3[C:13](=[O:24])[NH:14][C:15]4[C:20]([CH:21]=3)=[CH:19][CH:18]=[C:17]([CH:22]=O)[CH:16]=4)[N:11]=2)=[CH:3][CH:2]=1.[CH3:25][CH:26]1[O:31][CH:30]([CH3:32])[CH2:29][NH:28][CH2:27]1, predict the reaction product.